From a dataset of Choline transporter screen with 302,306 compounds. Binary Classification. Given a drug SMILES string, predict its activity (active/inactive) in a high-throughput screening assay against a specified biological target. The molecule is FC(F)(F)c1cc(CNC(=O)CCc2ccc(OC)cc2)ccc1. The result is 0 (inactive).